This data is from Catalyst prediction with 721,799 reactions and 888 catalyst types from USPTO. The task is: Predict which catalyst facilitates the given reaction. (1) Product: [OH:21][C:12]1[CH:11]=[C:10]2[C:15]([CH2:16][C@H:17]([C:18]([N:32]3[CH2:33][CH2:34][C:29]4[C:28](=[O:35])[O:27][C:26]([CH2:22][CH:23]([CH3:24])[CH3:25])([C:36]5[CH:41]=[CH:40][CH:39]=[CH:38][CH:37]=5)[C:30]=4[CH2:31]3)=[O:20])[NH:8][CH2:9]2)=[CH:14][CH:13]=1. The catalyst class is: 1. Reactant: C(OC([N:8]1[C@@H:17]([C:18]([OH:20])=O)[CH2:16][C:15]2[C:10](=[CH:11][C:12]([OH:21])=[CH:13][CH:14]=2)[CH2:9]1)=O)(C)(C)C.[CH2:22]([C:26]1([C:36]2[CH:41]=[CH:40][CH:39]=[CH:38][CH:37]=2)[C:30]2[CH2:31][NH:32][CH2:33][CH2:34][C:29]=2[C:28](=[O:35])[O:27]1)[CH:23]([CH3:25])[CH3:24].CCN(C(C)C)C(C)C.CN([P+](ON1N=NC2C=CC=CC1=2)(N(C)C)N(C)C)C.F[P-](F)(F)(F)(F)F. (2) Reactant: [F:1][C:2]1[CH:3]=[C:4]([C:8]2[C:12]([C:13]#[C:14][C:15]3[CH:20]=[CH:19][CH:18]=[CH:17][CH:16]=3)=[C:11]([NH:21]C(=O)C)[NH:10][N:9]=2)[CH:5]=[CH:6][CH:7]=1.C(O)C.[OH-].[Na+]. Product: [F:1][C:2]1[CH:3]=[C:4]([C:8]2[C:12]([C:13]#[C:14][C:15]3[CH:16]=[CH:17][CH:18]=[CH:19][CH:20]=3)=[C:11]([NH2:21])[NH:10][N:9]=2)[CH:5]=[CH:6][CH:7]=1. The catalyst class is: 84. (3) Reactant: [OH:1][C@H:2]1[CH2:7][CH2:6][CH2:5][CH2:4][C@@H:3]1[NH:8][C:9]([C:11]1[C:15]2=[N:16][CH:17]=[CH:18][C:19]([CH3:20])=[C:14]2[NH:13][CH:12]=1)=[O:10].Cl[CH2:22][C:23]1[CH:28]=[CH:27][C:26]([O:29][CH3:30])=[C:25]([CH3:31])[CH:24]=1.C(=O)([O-])[O-].[Cs+].[Cs+]. Product: [OH:1][C@H:2]1[CH2:7][CH2:6][CH2:5][CH2:4][C@@H:3]1[NH:8][C:9]([C:11]1[C:15]2=[N:16][CH:17]=[CH:18][C:19]([CH3:20])=[C:14]2[N:13]([CH2:22][C:23]2[CH:28]=[CH:27][C:26]([O:29][CH3:30])=[C:25]([CH3:31])[CH:24]=2)[CH:12]=1)=[O:10]. The catalyst class is: 3. (4) Reactant: [Cl:1][C:2]1[CH:3]=[C:4]([C:9]2([C:22]([F:25])([F:24])[F:23])[O:13][N:12]=[C:11]([C:14]3[CH:15]=[CH:16][C:17]([CH3:21])=[C:18]([CH:20]=3)[NH2:19])[CH2:10]2)[CH:5]=[C:6]([Cl:8])[CH:7]=1.[C:26]([C:28]1[CH:29]=[C:30]([CH:34]=[CH:35][CH:36]=1)[C:31](O)=[O:32])#[N:27].Cl.C(N(CC)CCCN=C=NCC)C.C(=O)([O-])O.[Na+]. Product: [Cl:1][C:2]1[CH:3]=[C:4]([C:9]2([C:22]([F:23])([F:25])[F:24])[O:13][N:12]=[C:11]([C:14]3[CH:15]=[CH:16][C:17]([CH3:21])=[C:18]([NH:19][C:31](=[O:32])[C:30]4[CH:34]=[CH:35][CH:36]=[C:28]([C:26]#[N:27])[CH:29]=4)[CH:20]=3)[CH2:10]2)[CH:5]=[C:6]([Cl:8])[CH:7]=1. The catalyst class is: 9. (5) Reactant: [Br:1][C:2]1[C:3]2[N:4]([C:9](=[O:12])[NH:10][N:11]=2)[CH:5]=[CH:6][C:7]=1[Cl:8].Cl[CH2:14][C:15]1[CH:16]=[CH:17][C:18]([C:21]([F:24])([F:23])[F:22])=[N:19][CH:20]=1.C(=O)([O-])[O-].[K+].[K+]. Product: [Br:1][C:2]1[C:3]2[N:4]([C:9](=[O:12])[N:10]([CH2:14][C:15]3[CH:20]=[N:19][C:18]([C:21]([F:24])([F:22])[F:23])=[CH:17][CH:16]=3)[N:11]=2)[CH:5]=[CH:6][C:7]=1[Cl:8]. The catalyst class is: 3. (6) Reactant: C(N(CC)CC)C.[C:8](Cl)(=[O:12])[CH2:9][CH2:10][CH3:11].[NH2:14][C:15]1[NH:16][CH:17]=[C:18]([C:23]2[CH:28]=[CH:27][C:26]([N+:29]([O-:31])=[O:30])=[CH:25][CH:24]=2)[C:19]=1[C:20]([NH2:22])=[O:21]. Product: [C:8]([NH:14][C:15]1[NH:16][CH:17]=[C:18]([C:23]2[CH:24]=[CH:25][C:26]([N+:29]([O-:31])=[O:30])=[CH:27][CH:28]=2)[C:19]=1[C:20]([NH2:22])=[O:21])(=[O:12])[CH2:9][CH2:10][CH3:11]. The catalyst class is: 54. (7) Reactant: [CH:1]1([CH:7]=O)[CH2:6][CH2:5][CH2:4][CH2:3][CH2:2]1.[NH:9]([C:11](=[S:13])[NH2:12])[NH2:10].[BH4-].[Na+]. Product: [CH:1]1([CH2:7][NH:10][NH:9][C:11](=[S:13])[NH2:12])[CH2:6][CH2:5][CH2:4][CH2:3][CH2:2]1. The catalyst class is: 5. (8) Reactant: [CH2:1]([O:3][C:4]1[CH:9]=[CH:8][C:7]([CH3:10])=[CH:6][C:5]=1[O:11][CH2:12][CH2:13][CH2:14][O:15][CH3:16])[CH3:2].[Br:17]N1C(=O)CCC1=O.N(C(C)(C)C#N)=NC(C)(C)C#N. Product: [Br:17][CH2:10][C:7]1[CH:8]=[CH:9][C:4]([O:3][CH2:1][CH3:2])=[C:5]([O:11][CH2:12][CH2:13][CH2:14][O:15][CH3:16])[CH:6]=1. The catalyst class is: 53.